From a dataset of Forward reaction prediction with 1.9M reactions from USPTO patents (1976-2016). Predict the product of the given reaction. (1) Given the reactants [CH:1]([NH:4][CH:5]([CH3:7])C)([CH3:3])C.FC1[C:14]([I:15])=CC=CN=1.[CH:16](OCC)=[O:17].[CH3:21][OH:22].C[O-].[Na+], predict the reaction product. The product is: [I:15][C:14]1[CH:3]=[CH:1][N:4]=[C:5]([O:22][CH3:21])[C:7]=1[CH:16]=[O:17]. (2) Given the reactants [N:1]1[CH:6]=[CH:5][CH:4]=[C:3]([NH:7][C:8](=[O:15])OCC(Cl)(Cl)Cl)[CH:2]=1.[S:16]1[CH:20]=[CH:19][CH:18]=[C:17]1[C:21]1[N:25]=[C:24]([N:26]2[CH2:31][CH2:30][NH:29][CH2:28][CH2:27]2)[S:23][N:22]=1.C(N(C(C)C)CC)(C)C.O, predict the reaction product. The product is: [N:1]1[CH:6]=[CH:5][CH:4]=[C:3]([NH:7][C:8]([N:29]2[CH2:28][CH2:27][N:26]([C:24]3[S:23][N:22]=[C:21]([C:17]4[S:16][CH:20]=[CH:19][CH:18]=4)[N:25]=3)[CH2:31][CH2:30]2)=[O:15])[CH:2]=1. (3) Given the reactants O=[C:2]1[CH2:7][CH2:6][CH2:5][N:4]([C:8]([O:10][C:11]([CH3:14])([CH3:13])[CH3:12])=[O:9])[CH2:3]1.[Cl:15][C:16]1[CH:17]=[C:18]([NH2:22])[CH:19]=[CH:20][CH:21]=1, predict the reaction product. The product is: [Cl:15][C:16]1[CH:17]=[C:18]([NH:22][CH:2]2[CH2:7][CH2:6][CH2:5][N:4]([C:8]([O:10][C:11]([CH3:14])([CH3:13])[CH3:12])=[O:9])[CH2:3]2)[CH:19]=[CH:20][CH:21]=1.